Dataset: Catalyst prediction with 721,799 reactions and 888 catalyst types from USPTO. Task: Predict which catalyst facilitates the given reaction. (1) Reactant: [N+:1]([C:4]1[CH:5]=[N:6][N:7]([CH2:9][CH2:10][C:11]2[CH:16]=[CH:15][N:14]=[CH:13][CH:12]=2)[CH:8]=1)([O-])=O. Product: [N:14]1[CH:15]=[CH:16][C:11]([CH2:10][CH2:9][N:7]2[CH:8]=[C:4]([NH2:1])[CH:5]=[N:6]2)=[CH:12][CH:13]=1. The catalyst class is: 19. (2) Reactant: [OH:1][CH:2]1[CH2:6][CH2:5][O:4][CH2:3]1.[H-].[Na+].Cl[C:10]1[N:15]=[C:14]([CH3:16])[N:13]=[C:12]([NH:17][C:18]2[C:23]([CH3:24])=[CH:22][C:21]([CH3:25])=[CH:20][C:19]=2[CH3:26])[C:11]=1[CH3:27]. Product: [CH3:16][C:14]1[N:13]=[C:12]([NH:17][C:18]2[C:19]([CH3:26])=[CH:20][C:21]([CH3:25])=[CH:22][C:23]=2[CH3:24])[C:11]([CH3:27])=[C:10]([O:1][CH:2]2[CH2:6][CH2:5][O:4][CH2:3]2)[N:15]=1. The catalyst class is: 1. (3) Reactant: [C:1]([O:4][C:5](=O)[CH3:6])(=[O:3])[CH3:2].[NH2:8][C:9]1[CH:10]=[C:11](O)C=C[CH:14]=1.[OH2:16].N1[CH:22]=[CH:21]C=CC=1. Product: [C:21]([NH:8][C:9]1[CH:14]=[C:5]([O:4][C:1](=[O:3])[CH3:2])[CH:6]=[CH:11][CH:10]=1)(=[O:16])[CH3:22]. The catalyst class is: 277.